From a dataset of Forward reaction prediction with 1.9M reactions from USPTO patents (1976-2016). Predict the product of the given reaction. (1) Given the reactants [CH2:1]([O:3][C:4]1[CH:5]=[C:6]([SH:10])[CH:7]=[CH:8][CH:9]=1)[CH3:2].Br.[NH2:12][C:13]1[S:14][C:15](Br)=[CH:16][N:17]=1.[OH-].[Na+], predict the reaction product. The product is: [CH2:1]([O:3][C:4]1[CH:5]=[C:6]([S:10][C:15]2[S:14][C:13]([NH2:12])=[N:17][CH:16]=2)[CH:7]=[CH:8][CH:9]=1)[CH3:2]. (2) The product is: [CH2:3]([S:6][C:7]1[N:12]=[C:11]([S:13][CH2:14][CH2:15][CH3:16])[C:10]([C:17]([OH:19])=[O:18])=[CH:9][N:8]=1)[CH2:4][CH3:5]. Given the reactants [OH-].[Na+].[CH2:3]([S:6][C:7]1[N:12]=[C:11]([S:13][CH2:14][CH2:15][CH3:16])[C:10]([C:17]([O:19]CC)=[O:18])=[CH:9][N:8]=1)[CH2:4][CH3:5], predict the reaction product. (3) Given the reactants [C:1]1([CH2:7][NH:8][C:9]([CH:11]([C:17]([O:19]CC)=O)[C:12]([O:14][CH2:15][CH3:16])=[O:13])=[O:10])[CH:6]=[CH:5][CH:4]=[CH:3][CH:2]=1.[H-].[Na+].[CH3:24][O:25][C:26]1[CH:35]=[C:34]([O:36][CH3:37])[CH:33]=[CH:32][C:27]=1[CH2:28][N:29]=[C:30]=[O:31].Cl, predict the reaction product. The product is: [CH3:24][O:25][C:26]1[CH:35]=[C:34]([O:36][CH3:37])[CH:33]=[CH:32][C:27]=1[CH2:28][N:29]1[C:17]([OH:19])=[C:11]([C:12]([O:14][CH2:15][CH3:16])=[O:13])[C:9](=[O:10])[N:8]([CH2:7][C:1]2[CH:2]=[CH:3][CH:4]=[CH:5][CH:6]=2)[C:30]1=[O:31]. (4) Given the reactants B(O)O.Br[C:5]1[N:12]=[CH:11][CH:10]=[CH:9][C:6]=1[CH:7]=[O:8].[F:13][C:14]([F:25])([F:24])[C:15]1[CH:16]=[C:17](B(O)O)[CH:18]=[CH:19][CH:20]=1, predict the reaction product. The product is: [F:13][C:14]([F:25])([F:24])[C:15]1[CH:20]=[C:19]([C:5]2[N:12]=[CH:11][CH:10]=[CH:9][C:6]=2[CH:7]=[O:8])[CH:18]=[CH:17][CH:16]=1. (5) The product is: [Br:1][C:2]1[CH:10]=[C:6]([C:7]([O:9][CH2:28][CH2:29][CH2:30][CH3:31])=[O:8])[CH:5]=[N:4][C:3]=1[Cl:11]. Given the reactants [Br:1][C:2]1[C:3]([Cl:11])=[N:4][CH:5]=[C:6]([CH:10]=1)[C:7]([OH:9])=[O:8].C(OC(OC(C)(C)C)=O)(OC(C)(C)C)=O.O1[CH2:31][CH2:30][CH2:29][CH2:28]1, predict the reaction product. (6) Given the reactants [Li].N.[Li].N.[CH3:5][C@H:6]1[CH2:23][C@@:21]2([CH3:22])[C@@H:17]([CH2:18][CH2:19][C@@H:20]2[OH:24])[C@H:16]2[C:7]1=[C:8]1[C:13]([CH2:14][CH2:15]2)=[CH:12][CH2:11][CH2:10][CH2:9]1.[Cl-].[NH4+].C([OH:31])(C)(C)C, predict the reaction product. The product is: [CH3:5][C@H:6]1[CH2:23][C@@:21]2([CH3:22])[C@@H:17]([CH2:18][CH2:19][C@@H:20]2[OH:24])[C@H:16]2[C@H:7]1[C:8]1[CH2:9][CH2:10][C:11](=[O:31])[CH2:12][C:13]=1[CH2:14][CH2:15]2. (7) Given the reactants [NH2:1][C:2]1[CH:7]=[CH:6][C:5]([CH2:8][C:9]([OH:11])=[O:10])=[CH:4][CH:3]=1.S(=O)(=O)(O)O.[CH3:17]O, predict the reaction product. The product is: [CH3:17][O:10][C:9](=[O:11])[CH2:8][C:5]1[CH:4]=[CH:3][C:2]([NH2:1])=[CH:7][CH:6]=1.